The task is: Predict the product of the given reaction.. This data is from Forward reaction prediction with 1.9M reactions from USPTO patents (1976-2016). (1) The product is: [F:26][C:24]1[CH:23]=[C:22]2[C:12]([CH:19]=[CH:20][N:21]2[S:27]([C:30]2[CH:31]=[CH:32][CH:33]=[CH:34][CH:35]=2)(=[O:29])=[O:28])=[C:13]([CH:14]=[CH2:15])[CH:25]=1. Given the reactants [CH2:12]([Sn]([CH2:12][CH2:13][CH2:14][CH3:15])([CH2:12][CH2:13][CH2:14][CH3:15])C=C)[CH2:13][CH2:14][CH3:15].BrC1[CH:25]=[C:24]([F:26])[CH:23]=[C:22]2C=1[CH:19]=[CH:20][N:21]2[S:27]([C:30]1[CH:35]=[CH:34][CH:33]=[CH:32][CH:31]=1)(=[O:29])=[O:28], predict the reaction product. (2) Given the reactants [OH:1][C:2]1[CH:9]=[CH:8][C:5]([CH:6]=[O:7])=[C:4]([CH3:10])[CH:3]=1.Cl[CH2:12][C:13]1[N:14]=[C:15]([C:19]2[CH:24]=[CH:23][C:22]([CH:25]([CH3:27])[CH3:26])=[CH:21][CH:20]=2)[O:16][C:17]=1[CH3:18].C(C1C=CC(C=O)=CC=1)(C)C.O=P(Cl)(Cl)Cl.C(=O)([O-])[O-].[K+].[K+], predict the reaction product. The product is: [CH:25]([C:22]1[CH:21]=[CH:20][C:19]([C:15]2[O:16][C:17]([CH3:18])=[C:13]([CH2:12][O:1][C:2]3[CH:9]=[CH:8][C:5]([CH:6]=[O:7])=[C:4]([CH3:10])[CH:3]=3)[N:14]=2)=[CH:24][CH:23]=1)([CH3:27])[CH3:26].